Dataset: Forward reaction prediction with 1.9M reactions from USPTO patents (1976-2016). Task: Predict the product of the given reaction. (1) Given the reactants [H-].[H-].[H-].[H-].[Li+].[Al+3].CCOCC.C([O:14][C:15]([C:17]1[S:18][CH:19]=[C:20]2[C:26]=1[C:25]1[CH:27]=[CH:28][CH:29]=[CH:30][C:24]=1[O:23][C:22]1[CH:31]=[CH:32][CH:33]=[CH:34][C:21]2=1)=O)C, predict the reaction product. The product is: [C:17]1([CH2:15][OH:14])[S:18][CH:19]=[C:20]2[C:26]=1[C:25]1[CH:27]=[CH:28][CH:29]=[CH:30][C:24]=1[O:23][C:22]1[CH:31]=[CH:32][CH:33]=[CH:34][C:21]2=1. (2) Given the reactants [C:1]([NH:9][C:10]1[S:11][CH2:12][C@@H:13]2[CH2:19][C@H:18]([C:20]([NH:22]CC(OC)OC)=[O:21])[O:17][CH2:16][C@:14]2([C:29]2[CH:34]=[CH:33][C:32]([F:35])=[CH:31][C:30]=2[F:36])[N:15]=1)(=[O:8])[C:2]1[CH:7]=[CH:6][CH:5]=[CH:4][CH:3]=1.[NH:37]([C:39]([O:41][C:42]([CH3:45])([CH3:44])[CH3:43])=[O:40])N, predict the reaction product. The product is: [C:1]([NH:9][C:10]1[S:11][CH2:12][C@@H:13]2[CH2:19][C@H:18]([C:20]([NH:22][NH:37][C:39]([O:41][C:42]([CH3:45])([CH3:44])[CH3:43])=[O:40])=[O:21])[O:17][CH2:16][C@:14]2([C:29]2[CH:34]=[CH:33][C:32]([F:35])=[CH:31][C:30]=2[F:36])[N:15]=1)(=[O:8])[C:2]1[CH:7]=[CH:6][CH:5]=[CH:4][CH:3]=1.